From a dataset of Reaction yield outcomes from USPTO patents with 853,638 reactions. Predict the reaction yield, written as a fraction of the theoretical maximum amount of product (1.0 means a 100% yield; for example, 0.34 means a 34% yield). (1) The reactants are [C:1]([Si:5]([O:8][CH2:9][C@@H:10]1[C@@H:17]2[C@@H:13]([O:14][C:15]([CH3:19])([CH3:18])[O:16]2)[CH:12]=[CH:11]1)([CH3:7])[CH3:6])([CH3:4])([CH3:3])[CH3:2].C1C=C(Cl)C=C(C(OO)=[O:28])C=1. The catalyst is ClCCl. The product is [C:1]([Si:5]([O:8][CH2:9][C@@H:10]1[C@H:17]2[O:16][C:15]([CH3:19])([CH3:18])[O:14][C@H:13]2[C@@H:12]2[O:28][C@H:11]12)([CH3:7])[CH3:6])([CH3:4])([CH3:2])[CH3:3]. The yield is 0.660. (2) The reactants are Cl[C:2]1[CH:7]=[C:6]([NH:8][C:9]2[CH:14]=[CH:13][CH:12]=[CH:11][N:10]=2)[N:5]=[C:4]([S:15][C:16]2[CH:21]=[CH:20][C:19]([NH:22][C:23](=[O:29])[CH2:24][C:25]([F:28])([F:27])[F:26])=[CH:18][CH:17]=2)[N:3]=1.Cl.[CH:31]1([C:34]2([F:38])[CH2:37][NH:36][CH2:35]2)[CH2:33][CH2:32]1.CCN(C(C)C)C(C)C. The catalyst is O1CCOCC1. The yield is 0.0380. The product is [CH:31]1([C:34]2([F:38])[CH2:37][N:36]([C:2]3[CH:7]=[C:6]([NH:8][C:9]4[CH:14]=[CH:13][CH:12]=[CH:11][N:10]=4)[N:5]=[C:4]([S:15][C:16]4[CH:21]=[CH:20][C:19]([NH:22][C:23](=[O:29])[CH2:24][C:25]([F:28])([F:27])[F:26])=[CH:18][CH:17]=4)[N:3]=3)[CH2:35]2)[CH2:33][CH2:32]1. (3) The reactants are [C:1]([C:4]1[CH:11]=[CH:10][C:7]([CH:8]=[O:9])=[CH:6][CH:5]=1)([OH:3])=O.CN(C)C=O.S(Cl)(Cl)=O.[CH2:21]([NH:23][CH2:24][CH3:25])[CH3:22]. The catalyst is ClCCl.C(O)C. The product is [CH:8]([C:7]1[CH:10]=[CH:11][C:4]([C:1]([N:23]([CH2:24][CH3:25])[CH2:21][CH3:22])=[O:3])=[CH:5][CH:6]=1)=[O:9]. The yield is 0.320. (4) The reactants are [S:1]1[CH:5]=[C:4]([C:6]2[CH:11]=[CH:10][CH:9]=[CH:8][C:7]=2[OH:12])N=N1.Br[CH2:14][C:15]1[CH:20]=[CH:19][C:18]([B:21]2[O:25][C:24]([CH3:27])([CH3:26])[C:23]([CH3:29])([CH3:28])[O:22]2)=[CH:17][CH:16]=1.C([O-])([O-])=O.[K+].[K+]. The catalyst is CC#N. The product is [CH3:26][C:24]1([CH3:27])[C:23]([CH3:28])([CH3:29])[O:22][B:21]([C:18]2[CH:17]=[CH:16][C:15]([CH2:14][S:1][C:5]3[O:12][C:7]4[CH:8]=[CH:9][CH:10]=[CH:11][C:6]=4[CH:4]=3)=[CH:20][CH:19]=2)[O:25]1. The yield is 0.400. (5) The product is [Cl:8][C:5]1[N:4]=[C:3]([CH3:9])[C:2]([NH:1][S:11]([CH3:10])(=[O:13])=[O:12])=[CH:7][CH:6]=1. The catalyst is N1C=CC=CC=1. The reactants are [NH2:1][C:2]1[C:3]([CH3:9])=[N:4][C:5]([Cl:8])=[CH:6][CH:7]=1.[CH3:10][S:11](Cl)(=[O:13])=[O:12]. The yield is 0.550. (6) The reactants are [CH:1]1([C:5]2[C:13]([C:14]3[NH:18][C:17]([O:19][CH3:20])=[N:16][N:15]=3)=[CH:12][C:8]([C:9]([OH:11])=O)=[C:7]([CH3:21])[CH:6]=2)[CH2:4][CH2:3][CH2:2]1.CC(N(C)C)=O.C1C=CC2N(O)N=NC=2C=1.CCN=C=NCCCN(C)C.Cl.[NH:50]1[CH2:55][CH2:54][CH:53]([C:56]2[CH:63]=[CH:62][C:59]([C:60]#[N:61])=[CH:58][CH:57]=2)[CH2:52][CH2:51]1. The catalyst is CN(C)C=O.C(OCC)(=O)C. The product is [CH:1]1([C:5]2[C:13]([C:14]3[NH:18][C:17]([O:19][CH3:20])=[N:16][N:15]=3)=[CH:12][C:8]([C:9]([N:50]3[CH2:55][CH2:54][CH:53]([C:56]4[CH:63]=[CH:62][C:59]([C:60]#[N:61])=[CH:58][CH:57]=4)[CH2:52][CH2:51]3)=[O:11])=[C:7]([CH3:21])[CH:6]=2)[CH2:2][CH2:3][CH2:4]1. The yield is 0.220. (7) The reactants are [CH3:1][C@@H:2]1[CH2:6][CH2:5][CH2:4][N:3]1[CH2:7][CH2:8][CH2:9][O:10][C:11]1[CH:16]=[CH:15][C:14]([C:17]2[CH:18]=[CH:19][C:20](=[O:23])[NH:21][N:22]=2)=[CH:13][CH:12]=1.Br[C:25]1[CH:30]=[CH:29][CH:28]=[CH:27][N:26]=1.C(=O)([O-])[O-].[K+].[K+].O. The catalyst is CN(C)C=O.[Cu]I. The product is [CH3:1][C@@H:2]1[CH2:6][CH2:5][CH2:4][N:3]1[CH2:7][CH2:8][CH2:9][O:10][C:11]1[CH:16]=[CH:15][C:14]([C:17]2[CH:18]=[CH:19][C:20](=[O:23])[N:21]([C:25]3[CH:30]=[CH:29][CH:28]=[CH:27][N:26]=3)[N:22]=2)=[CH:13][CH:12]=1. The yield is 0.0240. (8) The reactants are [CH3:1][C:2]1[CH:7]=[C:6]([CH3:8])[NH:5][C:4](=[O:9])[C:3]=1[CH2:10][NH:11][C:12]([C:14]1[C:15]2[CH:34]=[N:33][N:32]([CH:35]([CH3:37])[CH3:36])[C:16]=2[N:17]=[C:18]([C:20]2[CH2:21][CH2:22][N:23]([CH:26]3[CH2:31][CH2:30][NH:29][CH2:28][CH2:27]3)[CH2:24][CH:25]=2)[CH:19]=1)=[O:13].[CH:38]([S:40]([CH3:43])(=[O:42])=[O:41])=[CH2:39]. The catalyst is CO. The product is [CH3:1][C:2]1[CH:7]=[C:6]([CH3:8])[NH:5][C:4](=[O:9])[C:3]=1[CH2:10][NH:11][C:12]([C:14]1[C:15]2[CH:34]=[N:33][N:32]([CH:35]([CH3:37])[CH3:36])[C:16]=2[N:17]=[C:18]([C:20]2[CH2:21][CH2:22][N:23]([CH:26]3[CH2:27][CH2:28][N:29]([CH2:39][CH2:38][S:40]([CH3:43])(=[O:42])=[O:41])[CH2:30][CH2:31]3)[CH2:24][CH:25]=2)[CH:19]=1)=[O:13]. The yield is 0.410. (9) The reactants are [Cl:1][C:2]1[CH:3]=[C:4]([CH:9]2[CH2:13][CH2:12][O:11][C:10]2=[O:14])[CH:5]=[CH:6][C:7]=1[Cl:8].[H-].[Na+].I[CH3:18].[NH4+].[Cl-]. The catalyst is C1COCC1. The product is [Cl:1][C:2]1[CH:3]=[C:4]([C:9]2([CH3:18])[CH2:13][CH2:12][O:11][C:10]2=[O:14])[CH:5]=[CH:6][C:7]=1[Cl:8]. The yield is 0.820. (10) The reactants are [Cl:1][C:2]1[CH:3]=[C:4]([CH:24]=[C:25]([O:28][CH3:29])[C:26]=1[OH:27])/[CH:5]=[C:6]1/[C:7](=[O:23])[N:8]2[C:13]([C:14]3[CH:15]=[C:16]([CH:20]=[CH:21][CH:22]=3)[C:17]([OH:19])=O)=[CH:12][N:11]=[C:9]2[S:10]/1.Cl.[F:31][CH2:32][CH2:33][NH:34][CH3:35]. No catalyst specified. The product is [Cl:1][C:2]1[CH:3]=[C:4](/[CH:5]=[C:6]2/[C:7](=[O:23])[N:11]3[CH:12]=[C:13]([C:14]4[CH:15]=[C:16]([CH:20]=[CH:21][CH:22]=4)[C:17]([N:34]([CH2:33][CH2:32][F:31])[CH3:35])=[O:19])[N:8]=[C:9]3[S:10]/2)[CH:24]=[C:25]([O:28][CH3:29])[C:26]=1[OH:27]. The yield is 0.380.